Predict which catalyst facilitates the given reaction. From a dataset of Catalyst prediction with 721,799 reactions and 888 catalyst types from USPTO. (1) Reactant: [CH3:1][O:2][C:3]1[N:8]=[CH:7][C:6]([CH2:9][C:10]2[C:11](=[O:20])[N:12]=[C:13]([NH:16][N+:17]([O-:19])=[O:18])[NH:14][CH:15]=2)=[CH:5][N:4]=1.[CH3:21]I. Product: [CH3:21][N:14]1[CH:15]=[C:10]([CH2:9][C:6]2[CH:7]=[N:8][C:3]([O:2][CH3:1])=[N:4][CH:5]=2)[C:11](=[O:20])[N:12]=[C:13]1[NH:16][N+:17]([O-:19])=[O:18]. The catalyst class is: 22. (2) Reactant: [Br:1][C:2]1[CH:3]=[CH:4][C:5]2[CH:9]=[CH:8][S:7][C:6]=2[CH:10]=1.C1C=CC(S(N(S(C2C=CC=CC=2)(=O)=O)[F:21])(=O)=O)=CC=1.C([Li])CCC.C(NC(C)C)(C)C. Product: [Br:1][C:2]1[CH:3]=[CH:4][C:5]2[CH:9]=[C:8]([F:21])[S:7][C:6]=2[CH:10]=1. The catalyst class is: 1. (3) Reactant: [CH:1]([C:3]1[C:11]2[C:6](=[CH:7][CH:8]=[C:9]([CH:12]3[C:17]([C:18]#[N:19])=[C:16]([CH3:20])[NH:15][C:14]([CH3:21])=[C:13]3[C:22]#[N:23])[CH:10]=2)[NH:5][N:4]=1)=[O:2].[BH4-].[Na+]. Product: [OH:2][CH2:1][C:3]1[C:11]2[C:6](=[CH:7][CH:8]=[C:9]([CH:12]3[C:13]([C:22]#[N:23])=[C:14]([CH3:21])[NH:15][C:16]([CH3:20])=[C:17]3[C:18]#[N:19])[CH:10]=2)[NH:5][N:4]=1. The catalyst class is: 430. (4) Reactant: [C:1]1([C:7]2[CH:15]=[CH:14][CH:13]=[C:12]3[C:8]=2[CH:9]=[CH:10][CH2:11]3)[CH:6]=[CH:5][CH:4]=[CH:3][CH:2]=1.CO[CH2:18][CH2:19]OC.[OH-].[K+].[C:24]1(=O)[CH2:27][CH2:26][CH2:25]1. Product: [C:1]1([C:7]2[CH:15]=[CH:14][CH:13]=[C:12]3[C:8]=2[CH:9]=[CH:10][CH:11]3[C:24]2([CH:11]3[C:12]4[C:8](=[C:7]([C:19]5[CH:18]=[CH:6][CH:1]=[CH:2][CH:3]=5)[CH:15]=[CH:14][CH:13]=4)[CH:9]=[CH:10]3)[CH2:27][CH2:26][CH2:25]2)[CH:2]=[CH:3][CH:4]=[CH:5][CH:6]=1. The catalyst class is: 6. (5) Reactant: [NH:1]1[CH:6]=[CH:5][CH:4]=[CH:3][C:2]1=[O:7].CC(C)([O-])C.[K+].[CH:14]1([NH:20][C:21](=[O:42])[NH:22][C@@H:23]2[C@H:27]3[O:28][CH2:29][C@@H:30](OS(C4C=CC(C)=CC=4)(=O)=O)[C@H:26]3[O:25][CH2:24]2)[CH2:19][CH2:18][CH2:17][CH2:16][CH2:15]1. Product: [CH:14]1([NH:20][C:21]([NH:22][C@H:23]2[CH2:24][O:25][C@@H:26]3[C@@H:30]([O:7][C:2]4[CH:3]=[CH:4][CH:5]=[CH:6][N:1]=4)[CH2:29][O:28][C@H:27]23)=[O:42])[CH2:15][CH2:16][CH2:17][CH2:18][CH2:19]1.[CH:14]1([NH:20][C:21]([NH:22][C@H:23]2[CH2:24][O:25][C@@H:26]3[C@@H:30]([N:1]4[CH:6]=[CH:5][CH:4]=[CH:3][C:2]4=[O:7])[CH2:29][O:28][C@H:27]23)=[O:42])[CH2:15][CH2:16][CH2:17][CH2:18][CH2:19]1. The catalyst class is: 9. (6) The catalyst class is: 1. Reactant: Cl[C:2]1[N:7]=[C:6]([C:8]2[CH:9]=[N:10][N:11]3[CH:16]=[CH:15][CH:14]=[CH:13][C:12]=23)[C:5]([Cl:17])=[CH:4][N:3]=1.[CH3:18][O:19][C:20]1[CH:26]=[C:25]([C:27]2[CH2:28][CH2:29][N:30]([CH3:33])[CH2:31][CH:32]=2)[C:24]([N+:34]([O-:36])=[O:35])=[CH:23][C:21]=1[NH2:22].C[Si]([N-][Si](C)(C)C)(C)C.[Li+].CO. Product: [Cl:17][C:5]1[C:6]([C:8]2[CH:9]=[N:10][N:11]3[CH:16]=[CH:15][CH:14]=[CH:13][C:12]=23)=[N:7][C:2]([NH:22][C:21]2[CH:23]=[C:24]([N+:34]([O-:36])=[O:35])[C:25]([C:27]3[CH2:32][CH2:31][N:30]([CH3:33])[CH2:29][CH:28]=3)=[CH:26][C:20]=2[O:19][CH3:18])=[N:3][CH:4]=1. (7) Reactant: C(NC(C)C)(C)C.C([Li])CCC.[F:13][C:14]([F:22])([F:21])[C:15]([CH3:20])=[CH:16][C:17](O)=[O:18].[CH3:23][S:24][C:25]1[CH:32]=[CH:31][C:28]([C:29]#[N:30])=[CH:27][CH:26]=1. Product: [F:13][C:14]([F:22])([F:21])[C:15]1[CH:20]=[C:29]([C:28]2[CH:31]=[CH:32][C:25]([S:24][CH3:23])=[CH:26][CH:27]=2)[NH:30][C:17](=[O:18])[CH:16]=1. The catalyst class is: 20. (8) Reactant: C[O:2][C:3](=O)[CH2:4][CH2:5][C:6]1[C:14]2[C:9](=[CH:10][CH:11]=[CH:12][CH:13]=2)[N:8]([C:15]([O:17][C:18]([CH3:21])([CH3:20])[CH3:19])=[O:16])[CH:7]=1.[H-].[Al+3].[Li+].[H-].[H-].[H-]. Product: [OH:2][CH2:3][CH2:4][CH2:5][C:6]1[C:14]2[C:9](=[CH:10][CH:11]=[CH:12][CH:13]=2)[N:8]([C:15]([O:17][C:18]([CH3:21])([CH3:20])[CH3:19])=[O:16])[CH:7]=1. The catalyst class is: 6.